From a dataset of Full USPTO retrosynthesis dataset with 1.9M reactions from patents (1976-2016). Predict the reactants needed to synthesize the given product. (1) Given the product [CH3:33][C:2]1[C:3]([C:29]([O:31][CH3:32])=[O:30])=[CH:4][C:5]([O:8][C@@H:9]2[CH2:14][CH2:13][C@@H:12]([CH3:15])[N:11]([C:16]([C:18]3[CH:23]=[CH:22][CH:21]=[CH:20][C:19]=3[N:24]3[N:28]=[CH:27][CH:26]=[N:25]3)=[O:17])[CH2:10]2)=[N:6][CH:7]=1, predict the reactants needed to synthesize it. The reactants are: Br[C:2]1[C:3]([C:29]([O:31][CH3:32])=[O:30])=[CH:4][C:5]([O:8][C@@H:9]2[CH2:14][CH2:13][C@@H:12]([CH3:15])[N:11]([C:16]([C:18]3[CH:23]=[CH:22][CH:21]=[CH:20][C:19]=3[N:24]3[N:28]=[CH:27][CH:26]=[N:25]3)=[O:17])[CH2:10]2)=[N:6][CH:7]=1.[CH3:33][Zn]C. (2) Given the product [C:1]12([C:11]3[CH:12]=[C:13]([C:19]4[CH:20]=[C:21]([CH2:25][CH:26]5[S:30][C:29]([N:34]6[CH2:38][CH2:37][CH2:36][CH2:35]6)=[N:28][C:27]5=[O:33])[CH:22]=[N:23][CH:24]=4)[CH:14]=[C:15]([F:18])[C:16]=3[OH:17])[CH2:10][CH:5]3[CH2:4][CH:3]([CH2:9][CH:7]([CH2:6]3)[CH2:8]1)[CH2:2]2, predict the reactants needed to synthesize it. The reactants are: [C:1]12([C:11]3[CH:12]=[C:13]([C:19]4[CH:20]=[C:21]([CH2:25][CH:26]5[S:30][C:29](SC)=[N:28][C:27]5=[O:33])[CH:22]=[N:23][CH:24]=4)[CH:14]=[C:15]([F:18])[C:16]=3[OH:17])[CH2:10][CH:5]3[CH2:6][CH:7]([CH2:9][CH:3]([CH2:4]3)[CH2:2]1)[CH2:8]2.[NH:34]1[CH2:38][CH2:37][CH2:36][CH2:35]1. (3) Given the product [C:17]([O:20][C@H:21]1[C@H:25]([O:26][CH2:27][C:28]2[CH:33]=[CH:32][CH:31]=[CH:30][CH:29]=2)[C@:24]([CH2:37][O:38][CH2:39][C:40]2[CH:45]=[CH:44][CH:43]=[CH:42][CH:41]=2)([CH:34]([F:35])[F:36])[O:23][C@H:22]1[N:46]1[CH:51]=[CH:50][C:49]([NH2:12])=[N:48][C:47]1=[O:53])(=[O:19])[CH3:18], predict the reactants needed to synthesize it. The reactants are: ClC1C=CC(P(Cl)(Cl)=O)=CC=1.[NH:12]1C=NN=N1.[C:17]([O:20][C@H:21]1[C@H:25]([O:26][CH2:27][C:28]2[CH:33]=[CH:32][CH:31]=[CH:30][CH:29]=2)[C@:24]([CH2:37][O:38][CH2:39][C:40]2[CH:45]=[CH:44][CH:43]=[CH:42][CH:41]=2)([CH:34]([F:36])[F:35])[O:23][C@H:22]1[N:46]1[CH:51]=[CH:50][C:49](=O)[NH:48][C:47]1=[O:53])(=[O:19])[CH3:18]. (4) Given the product [NH2:34][CH2:17][C:16]([NH:15][C:13]1[CH:14]=[C:9]([O:8][CH2:1][C:2]2[CH:7]=[CH:6][CH:5]=[CH:4][CH:3]=2)[CH:10]=[CH:11][C:12]=1[S:20](=[O:33])(=[O:32])[NH:21][C:22]1[CH:23]=[CH:24][C:25]2[CH2:29][O:28][B:27]([OH:30])[C:26]=2[CH:31]=1)=[O:19], predict the reactants needed to synthesize it. The reactants are: [CH2:1]([O:8][C:9]1[CH:10]=[CH:11][C:12]([S:20](=[O:33])(=[O:32])[NH:21][C:22]2[CH:23]=[CH:24][C:25]3[CH2:29][O:28][B:27]([OH:30])[C:26]=3[CH:31]=2)=[C:13]([NH:15][C:16](=[O:19])[CH2:17]Cl)[CH:14]=1)[C:2]1[CH:7]=[CH:6][CH:5]=[CH:4][CH:3]=1.[NH4+:34].[OH-]. (5) Given the product [C:1]12([CH2:11][NH:12][CH2:13][CH:14]([CH:16]3[CH2:21][CH2:20][CH:19]([OH:22])[CH2:18][CH2:17]3)[OH:15])[CH2:2][CH:3]3[CH2:4][CH:5]([CH2:6][CH:7]([CH2:9]3)[CH2:8]1)[CH2:10]2, predict the reactants needed to synthesize it. The reactants are: [C:1]12([CH2:11][NH:12][CH2:13][CH:14]([C:16]3[CH:21]=[CH:20][C:19]([OH:22])=[CH:18][CH:17]=3)[OH:15])[CH2:10][CH:5]3[CH2:6][CH:7]([CH2:9][CH:3]([CH2:4]3)[CH2:2]1)[CH2:8]2. (6) Given the product [CH3:22][C:20]1[N:21]=[C:17]([C:14]2[N:11]3[CH2:12][CH2:13][NH:8][CH:9]([CH3:23])[C:10]3=[N:16][N:15]=2)[S:18][CH:19]=1, predict the reactants needed to synthesize it. The reactants are: COC1C=CC(C[N:8]2[CH2:13][CH2:12][N:11]3[C:14]([C:17]4[S:18][CH:19]=[C:20]([CH3:22])[N:21]=4)=[N:15][N:16]=[C:10]3[CH:9]2[CH3:23])=CC=1.C(O)(C(F)(F)F)=O. (7) Given the product [Cl:17][C:14]1[CH:15]=[CH:16][C:11]([NH:10][C:8](=[O:9])[C:7]2[CH:24]=[CH:25][C:26]([CH2:27][S:28]([CH3:31])(=[O:30])=[O:29])=[C:5]([O:4][CH2:3][CH2:2][N:41]3[CH2:40][CH:39]([CH3:38])[O:44][CH:43]([CH3:45])[CH2:42]3)[CH:6]=2)=[CH:12][C:13]=1[C:18]1[CH:23]=[CH:22][CH:21]=[CH:20][N:19]=1, predict the reactants needed to synthesize it. The reactants are: Br[CH2:2][CH2:3][O:4][C:5]1[CH:6]=[C:7]([CH:24]=[CH:25][C:26]=1[CH2:27][S:28]([CH3:31])(=[O:30])=[O:29])[C:8]([NH:10][C:11]1[CH:16]=[CH:15][C:14]([Cl:17])=[C:13]([C:18]2[CH:23]=[CH:22][CH:21]=[CH:20][N:19]=2)[CH:12]=1)=[O:9].C(=O)([O-])[O-].[K+].[K+].[CH3:38][CH:39]1[O:44][CH:43]([CH3:45])[CH2:42][NH:41][CH2:40]1.